The task is: Predict which catalyst facilitates the given reaction.. This data is from Catalyst prediction with 721,799 reactions and 888 catalyst types from USPTO. (1) Product: [N:25]1([NH:24][C:21]([C:11]2[CH:10]=[N:9][C:8]([C:5]3[CH:6]=[CH:7][C:2]([Br:1])=[CH:3][CH:4]=3)=[C:13]([C:14]3[CH:19]=[CH:18][C:17]([Br:20])=[CH:16][CH:15]=3)[N:12]=2)=[O:23])[CH2:30][CH2:29][CH2:28][CH2:27][CH2:26]1. The catalyst class is: 142. Reactant: [Br:1][C:2]1[CH:7]=[CH:6][C:5]([C:8]2[N:9]=[CH:10][C:11]([C:21]([OH:23])=O)=[N:12][C:13]=2[C:14]2[CH:19]=[CH:18][C:17]([Br:20])=[CH:16][CH:15]=2)=[CH:4][CH:3]=1.[NH2:24][N:25]1[CH2:30][CH2:29][CH2:28][CH2:27][CH2:26]1.C(Cl)CCl. (2) Reactant: [Cl:1][CH2:2][C@H:3]1[C:11]2[C:10]3[CH:12]=[CH:13][CH:14]=[CH:15][C:9]=3[C:8]([O:16][C:17]([N:19]3[CH2:24][CH2:23][N:22]([CH3:25])[CH2:21][CH2:20]3)=[O:18])=[CH:7][C:6]=2[N:5]([C:26](=[O:85])[CH2:27][CH2:28][CH2:29][CH2:30][CH2:31][O:32][C:33]2[C:34]([O:83][CH3:84])=[CH:35][C:36]3[C:42](=[O:43])[N:41]4[CH2:44][CH2:45][CH2:46][CH:40]4[C@H:39]([OH:47])[N:38]([C:48]([O:50][CH2:51][C:52]4[CH:57]=[CH:56][C:55]([NH:58][C:59](=[O:81])[C@@H:60]([NH:73][C:74](=[O:80])[C@@H:75]([NH2:79])[CH:76]([CH3:78])[CH3:77])[CH2:61][CH2:62][CH2:63][CH2:64][NH:65][C:66]([O:68][C:69]([CH3:72])([CH3:71])[CH3:70])=[O:67])=[CH:54][CH:53]=4)=[O:49])[C:37]=3[CH:82]=2)[CH2:4]1.[O:86]=[C:87]1[CH:91]=[CH:90][C:89](=[O:92])[N:88]1[CH2:93][CH2:94][CH2:95][CH2:96][CH2:97][C:98](ON1C(=O)CCC1=O)=[O:99]. Product: [Cl:1][CH2:2][C@H:3]1[C:11]2[C:10]3[CH:12]=[CH:13][CH:14]=[CH:15][C:9]=3[C:8]([O:16][C:17]([N:19]3[CH2:20][CH2:21][N:22]([CH3:25])[CH2:23][CH2:24]3)=[O:18])=[CH:7][C:6]=2[N:5]([C:26](=[O:85])[CH2:27][CH2:28][CH2:29][CH2:30][CH2:31][O:32][C:33]2[C:34]([O:83][CH3:84])=[CH:35][C:36]3[C:42](=[O:43])[N:41]4[CH2:44][CH2:45][CH2:46][CH:40]4[C@H:39]([OH:47])[N:38]([C:48]([O:50][CH2:51][C:52]4[CH:57]=[CH:56][C:55]([NH:58][C:59](=[O:81])[C@@H:60]([NH:73][C:74](=[O:80])[C@@H:75]([NH:79][C:98](=[O:99])[CH2:97][CH2:96][CH2:95][CH2:94][CH2:93][N:88]5[C:89](=[O:92])[CH:90]=[CH:91][C:87]5=[O:86])[CH:76]([CH3:77])[CH3:78])[CH2:61][CH2:62][CH2:63][CH2:64][NH:65][C:66]([O:68][C:69]([CH3:71])([CH3:70])[CH3:72])=[O:67])=[CH:54][CH:53]=4)=[O:49])[C:37]=3[CH:82]=2)[CH2:4]1. The catalyst class is: 44. (3) Reactant: [NH2:1][C:2]1[C:3]([CH:11]=O)=[CH:4][C:5]2[O:9][CH2:8][CH2:7][C:6]=2[CH:10]=1.[CH2:13]([C@:15]1([OH:31])[C:27]2[CH:26]=[C:25]3[N:21]([CH2:22][CH2:23][C:24]3=O)[C:20](=[O:29])[C:19]=2[CH2:18][O:17][C:16]1=[O:30])[CH3:14].C1(C)C=CC(S(O)(=O)=O)=CC=1. Product: [CH2:13]([C@:15]1([OH:31])[C:27]2[CH:26]=[C:25]3[N:21]([CH2:22][C:23]4[C:24]3=[N:1][C:2]3[CH:10]=[C:6]5[CH2:7][CH2:8][O:9][C:5]5=[CH:4][C:3]=3[CH:11]=4)[C:20](=[O:29])[C:19]=2[CH2:18][O:17][C:16]1=[O:30])[CH3:14]. The catalyst class is: 11. (4) Reactant: [S:1]1[CH:5]=[CH:4][C:3]2[CH:6]=[C:7]([C:10]3[CH:17]=[CH:16][CH:15]=[CH:14][C:11]=3[CH:12]=[O:13])[CH:8]=[CH:9][C:2]1=2.[BH4-].[Na+]. Product: [S:1]1[CH:5]=[CH:4][C:3]2[CH:6]=[C:7]([C:10]3[CH:17]=[CH:16][CH:15]=[CH:14][C:11]=3[CH2:12][OH:13])[CH:8]=[CH:9][C:2]1=2. The catalyst class is: 5. (5) Reactant: [Mg].Br[C:3]1[CH:4]=[C:5]([F:11])[C:6]([F:10])=[C:7]([F:9])[CH:8]=1.[CH:12]12[O:17][CH:16]1[CH2:15][CH2:14][CH2:13]2. Product: [F:9][C:7]1[CH:8]=[C:3]([C@H:15]2[CH2:14][CH2:13][CH2:12][C@@H:16]2[OH:17])[CH:4]=[C:5]([F:11])[C:6]=1[F:10]. The catalyst class is: 356. (6) Reactant: [N+:1]([C:4]1[CH:8]=[CH:7][NH:6][N:5]=1)([O-:3])=[O:2].[Si:9]([O:16][CH2:17][CH2:18]Br)([C:12]([CH3:15])([CH3:14])[CH3:13])([CH3:11])[CH3:10].C(=O)([O-])[O-].[Cs+].[Cs+].CN(C=O)C. Product: [Si:9]([O:16][CH2:17][CH2:18][N:6]1[CH:7]=[CH:8][C:4]([N+:1]([O-:3])=[O:2])=[N:5]1)([C:12]([CH3:15])([CH3:14])[CH3:13])([CH3:11])[CH3:10]. The catalyst class is: 34. (7) Reactant: [H-].[Na+].[OH:3][CH:4]1[CH2:9][CH2:8][N:7]([C:10]([O:12][C:13]([CH3:16])([CH3:15])[CH3:14])=[O:11])[CH2:6][CH2:5]1.Cl[CH2:18][C:19]([N:21]([CH3:23])[CH3:22])=[O:20].[I-].[Na+].C(O)(=O)CC(CC(O)=O)(C(O)=O)O. Product: [CH3:22][N:21]([CH3:23])[C:19](=[O:20])[CH2:18][O:3][CH:4]1[CH2:5][CH2:6][N:7]([C:10]([O:12][C:13]([CH3:16])([CH3:15])[CH3:14])=[O:11])[CH2:8][CH2:9]1. The catalyst class is: 18. (8) Reactant: [CH3:1][C:2]1([C:9]([O:11]CC)=[O:10])[CH2:7][CH2:6][CH2:5][CH2:4][C:3]1=O.Cl.NO.[N:17]1C=CC=CC=1. Product: [CH3:1][C:2]12[CH2:7][CH2:6][CH2:5][CH2:4][C:3]1=[N:17][O:11][C:9]2=[O:10]. The catalyst class is: 14. (9) Reactant: [CH3:1][N:2]([CH3:19])[C:3](=[O:18])[C@H:4]([NH:7]C(=O)OCC1C=CC=CC=1)[CH2:5][OH:6]. Product: [CH3:1][N:2]([CH3:19])[C:3](=[O:18])[C@@H:4]([CH2:5][OH:6])[NH2:7]. The catalyst class is: 129. (10) Reactant: C([O:3][C:4](=[O:24])[CH2:5][C:6]([N:8]1[C:13]2[CH:14]=[CH:15][CH:16]=[C:17]([CH:18]([CH3:20])[CH3:19])[C:12]=2[O:11][CH:10]([CH:21]([CH3:23])[CH3:22])[CH2:9]1)=[O:7])C.[OH-].[Na+]. Product: [CH:21]([CH:10]1[CH2:9][N:8]([C:6](=[O:7])[CH2:5][C:4]([OH:24])=[O:3])[C:13]2[CH:14]=[CH:15][CH:16]=[C:17]([CH:18]([CH3:20])[CH3:19])[C:12]=2[O:11]1)([CH3:23])[CH3:22]. The catalyst class is: 5.